From a dataset of Forward reaction prediction with 1.9M reactions from USPTO patents (1976-2016). Predict the product of the given reaction. (1) The product is: [C:1]([NH:8][CH2:9][C:10]1[S:11][CH:12]=[C:13]([C:15]#[N:17])[N:14]=1)([O:3][C:4]([CH3:6])([CH3:7])[CH3:5])=[O:2]. Given the reactants [C:1]([NH:8][CH2:9][C:10]1[S:11][CH:12]=[C:13]([C:15]([NH2:17])=O)[N:14]=1)([O:3][C:4]([CH3:7])([CH3:6])[CH3:5])=[O:2].C(N(CC)CC)C.C(OC(=O)C)(=O)C, predict the reaction product. (2) Given the reactants [Cl:1][C:2]1[CH:3]=[C:4]([C:9]2([C:34]([F:37])([F:36])[F:35])[O:13][N:12]=[C:11]([C:14]3[CH:19]=[CH:18][C:17]([C:20]([N:22]4[CH2:27][C:26](=[O:28])[NH:25][C:24](=[O:29])[CH2:23]4)=[O:21])=[C:16]([C:30]([F:33])([F:32])[F:31])[CH:15]=3)[CH2:10]2)[CH:5]=[C:6]([Cl:8])[CH:7]=1.C([O-])([O-])=O.[K+].[K+].FC(F)(F)S(O[CH2:50][C:51]([F:54])([F:53])[F:52])(=O)=O, predict the reaction product. The product is: [Cl:8][C:6]1[CH:5]=[C:4]([C:9]2([C:34]([F:35])([F:37])[F:36])[O:13][N:12]=[C:11]([C:14]3[CH:19]=[CH:18][C:17]([C:20]([N:22]4[CH2:23][C:24](=[O:29])[N:25]([CH2:50][C:51]([F:54])([F:53])[F:52])[C:26](=[O:28])[CH2:27]4)=[O:21])=[C:16]([C:30]([F:33])([F:32])[F:31])[CH:15]=3)[CH2:10]2)[CH:3]=[C:2]([Cl:1])[CH:7]=1. (3) Given the reactants [Li+].[OH-].Br[C:4]1[N:9]=[C:8]([NH:10][C:11]([C:13]2[CH:17]=[C:16]([C:18]3[CH:23]=[CH:22][C:21]([F:24])=[CH:20][CH:19]=3)[N:15]([CH:25]3[CH2:30][CH2:29][CH2:28][CH2:27][O:26]3)[N:14]=2)=[O:12])[CH:7]=[CH:6][CH:5]=1, predict the reaction product. The product is: [CH2:16]([NH:15][C:4]1[N:9]=[C:8]([NH:10][C:11]([C:13]2[CH:17]=[C:16]([C:18]3[CH:23]=[CH:22][C:21]([F:24])=[CH:20][CH:19]=3)[N:15]([CH:25]3[CH2:30][CH2:29][CH2:28][CH2:27][O:26]3)[N:14]=2)=[O:12])[CH:7]=[CH:6][CH:5]=1)[C:18]1[CH:23]=[CH:22][CH:21]=[CH:20][CH:19]=1.